Dataset: Reaction yield outcomes from USPTO patents with 853,638 reactions. Task: Predict the reaction yield, written as a fraction of the theoretical maximum amount of product (1.0 means a 100% yield; for example, 0.34 means a 34% yield). (1) The reactants are [Cl:1][C:2]1[CH:9]=[C:8]([N:10]2[C:14](=[O:15])[CH:13]=[C:12]([OH:16])[CH:11]2[CH2:17][CH:18]2[CH2:20][CH2:19]2)[CH:7]=[CH:6][C:3]=1[C:4]#[N:5].C(O)(=O)C.[BH4-].[Na+].O. The catalyst is C(#N)C. The product is [Cl:1][C:2]1[CH:9]=[C:8]([N:10]2[C:14](=[O:15])[CH2:13][C@H:12]([OH:16])[C@@H:11]2[CH2:17][CH:18]2[CH2:20][CH2:19]2)[CH:7]=[CH:6][C:3]=1[C:4]#[N:5]. The yield is 0.770. (2) The reactants are [C:1]([O:5][C:6]([NH:8][C@H:9]([C:17]([OH:19])=[O:18])[CH2:10][C:11]1[CH:16]=[CH:15][CH:14]=[CH:13][CH:12]=1)=[O:7])([CH3:4])([CH3:3])[CH3:2].[CH2:20](O)[C:21]1[CH:26]=[CH:25][CH:24]=[CH:23][CH:22]=1.CCN=C=NCCCN(C)C.Cl. The catalyst is C(Cl)Cl.CN(C)C1C=CN=CC=1. The product is [CH2:20]([O:18][C:17](=[O:19])[C@H:9]([CH2:10][C:11]1[CH:16]=[CH:15][CH:14]=[CH:13][CH:12]=1)[NH:8][C:6]([O:5][C:1]([CH3:4])([CH3:2])[CH3:3])=[O:7])[C:21]1[CH:26]=[CH:25][CH:24]=[CH:23][CH:22]=1. The yield is 0.820. (3) The product is [OH:1][C@H:2]1[CH2:6][N:5]([C:7](=[O:15])[C:8]2[CH:13]=[CH:12][CH:11]=[C:10]([O:14][CH2:39][CH2:40][O:41][CH2:42][CH2:43][O:44][CH3:45])[CH:9]=2)[C@H:4]([C:16]([NH:18][CH2:19][C:20]2[CH:25]=[CH:24][C:23]([C:26]3[S:30][CH:29]=[N:28][C:27]=3[CH3:31])=[CH:22][CH:21]=2)=[O:17])[CH2:3]1. The catalyst is CN(C=O)C. The yield is 0.590. The reactants are [OH:1][C@H:2]1[CH2:6][N:5]([C:7](=[O:15])[C:8]2[CH:13]=[CH:12][CH:11]=[C:10]([OH:14])[CH:9]=2)[C@H:4]([C:16]([NH:18][CH2:19][C:20]2[CH:25]=[CH:24][C:23]([C:26]3[S:30][CH:29]=[N:28][C:27]=3[CH3:31])=[CH:22][CH:21]=2)=[O:17])[CH2:3]1.C(=O)([O-])[O-].[K+].[K+].Br[CH2:39][CH2:40][O:41][CH2:42][CH2:43][O:44][CH3:45]. (4) The reactants are C(N(C(C)C)CC)(C)C.CCN=C=NCCCN(C)C.Cl.C1C=CC2N(O)N=NC=2C=1.[CH3:32][O:33][C:34](=[O:44])[CH2:35][CH2:36][CH2:37][CH2:38][CH2:39][CH2:40][C:41]([OH:43])=O.Cl.[NH2:46][CH2:47][C:48]([C:50]1[CH:55]=[C:54]([Cl:56])[CH:53]=[CH:52][C:51]=1[O:57][CH:58]([CH3:60])[CH3:59])=[O:49]. The catalyst is C(Cl)Cl. The product is [CH3:32][O:33][C:34](=[O:44])[CH2:35][CH2:36][CH2:37][CH2:38][CH2:39][CH2:40][C:41](=[O:43])[NH:46][CH2:47][C:48]([C:50]1[CH:55]=[C:54]([Cl:56])[CH:53]=[CH:52][C:51]=1[O:57][CH:58]([CH3:60])[CH3:59])=[O:49]. The yield is 0.230. (5) The reactants are [F:1][C:2]([F:26])([F:25])[CH2:3][N:4]1[C:8]([C:9]2[CH:10]=[C:11]3[N:17]([N:18]=2)[C:16]2[CH:19]=[C:20]([CH2:23][OH:24])[CH:21]=[CH:22][C:15]=2[O:14][CH2:13][CH2:12]3)=[N:7][CH:6]=[N:5]1.CC(OI1(OC(C)=O)(OC(C)=O)OC(=O)C2C=CC=CC1=2)=O. The catalyst is C(Cl)Cl. The product is [F:25][C:2]([F:1])([F:26])[CH2:3][N:4]1[C:8]([C:9]2[CH:10]=[C:11]3[N:17]([N:18]=2)[C:16]2[CH:19]=[C:20]([CH:23]=[O:24])[CH:21]=[CH:22][C:15]=2[O:14][CH2:13][CH2:12]3)=[N:7][CH:6]=[N:5]1. The yield is 0.700.